This data is from Forward reaction prediction with 1.9M reactions from USPTO patents (1976-2016). The task is: Predict the product of the given reaction. (1) Given the reactants [F:1][C:2]([F:10])([F:9])[C:3]1[N:4]=[C:5](N)[S:6][CH:7]=1.[C:11]([Cu])#[N:12], predict the reaction product. The product is: [F:1][C:2]([F:10])([F:9])[C:3]1[N:4]=[C:5]([C:11]#[N:12])[S:6][CH:7]=1. (2) Given the reactants [Cl:1][C:2]1[C:3]([OH:36])=[C:4]([CH:8]=[C:9]([C:11]2[CH:12]=[C:13]3[C:19]([C:20]4[CH:25]=[CH:24][CH:23]=[CH:22][C:21]=4[O:26][CH3:27])=[N:18][N:17](COCC[Si](C)(C)C)[C:14]3=[N:15][CH:16]=2)[CH:10]=1)[C:5]([OH:7])=O.[CH3:37][NH:38][CH3:39].F[P-](F)(F)(F)(F)F.N1(OC(N(C)C)=[N+](C)C)C2N=CC=CC=2N=N1.C(N(CC)C(C)C)(C)C.Cl, predict the reaction product. The product is: [Cl:1][C:2]1[C:3]([OH:36])=[C:4]([CH:8]=[C:9]([C:11]2[CH:12]=[C:13]3[C:19]([C:20]4[CH:25]=[CH:24][CH:23]=[CH:22][C:21]=4[O:26][CH3:27])=[N:18][NH:17][C:14]3=[N:15][CH:16]=2)[CH:10]=1)[C:5]([N:38]([CH3:39])[CH3:37])=[O:7]. (3) Given the reactants [CH3:1][O:2][C@@H:3]([C@@H:33]([N:38]([CH3:46])[C:39](=[O:45])[C@H:40]([CH:42]([CH3:44])[CH3:43])[NH2:41])[C@@H:34]([CH3:37])[CH2:35][CH3:36])[CH2:4][C:5]([N:7]1[CH2:11][CH2:10][CH2:9][C@H:8]1[C@H:12]([O:31][CH3:32])[C@@H:13]([CH3:30])[C:14]([NH:16][C@H:17]([C:25]1[S:26][CH:27]=[CH:28][N:29]=1)[CH2:18][C:19]1[CH:24]=[CH:23][CH:22]=[CH:21][CH:20]=1)=[S:15])=[O:6].[CH:47]1[C:59]2[CH:58]([CH2:60][O:61][C:62]([N:64]([CH3:71])[C:65]([CH3:70])([C:67](O)=[O:68])[CH3:66])=[O:63])[C:57]3[C:52](=[CH:53][CH:54]=[CH:55][CH:56]=3)[C:51]=2[CH:50]=[CH:49][CH:48]=1.CN(C(ON1N=NC2C=CC=NC1=2)=[N+](C)C)C.F[P-](F)(F)(F)(F)F.C(N(C(C)C)CC)(C)C, predict the reaction product. The product is: [CH:56]1[C:57]2[CH:58]([CH2:60][O:61][C:62]([N:64]([CH3:71])[C:65]([CH3:66])([C:67]([NH:41][C@H:40]([C:39]([N:38]([C@@H:33]([C@@H:34]([CH3:37])[CH2:35][CH3:36])[C@H:3]([O:2][CH3:1])[CH2:4][C:5]([N:7]3[CH2:11][CH2:10][CH2:9][C@H:8]3[C@H:12]([O:31][CH3:32])[C@@H:13]([CH3:30])[C:14]([NH:16][C@H:17]([C:25]3[S:26][CH:27]=[CH:28][N:29]=3)[CH2:18][C:19]3[CH:24]=[CH:23][CH:22]=[CH:21][CH:20]=3)=[S:15])=[O:6])[CH3:46])=[O:45])[CH:42]([CH3:44])[CH3:43])=[O:68])[CH3:70])=[O:63])[C:59]3[C:51](=[CH:50][CH:49]=[CH:48][CH:47]=3)[C:52]=2[CH:53]=[CH:54][CH:55]=1. (4) Given the reactants [C:1]([NH:5][S:6]([C:9]1[CH:14]=[CH:13][CH:12]=[CH:11][C:10]=1B(O)O)(=[O:8])=[O:7])([CH3:4])([CH3:3])[CH3:2].Br[C:19]1[CH:24]=[CH:23][C:22]([C:25]2[N:26]=[CH:27][C:28]([NH2:31])=[N:29][CH:30]=2)=[C:21]([F:32])[C:20]=1[O:33][CH3:34], predict the reaction product. The product is: [NH2:31][C:28]1[N:29]=[CH:30][C:25]([C:22]2[CH:23]=[CH:24][C:19]([C:10]3[C:9]([S:6]([NH:5][C:1]([CH3:4])([CH3:3])[CH3:2])(=[O:8])=[O:7])=[CH:14][CH:13]=[CH:12][CH:11]=3)=[C:20]([O:33][CH3:34])[C:21]=2[F:32])=[N:26][CH:27]=1. (5) Given the reactants [NH:1]1[CH2:6][CH2:5][O:4][CH2:3][CH2:2]1.[Cl:7][C:8]1[CH:16]=[CH:15][C:11]([C:12](Cl)=[O:13])=[CH:10][N:9]=1, predict the reaction product. The product is: [Cl:7][C:8]1[N:9]=[CH:10][C:11]([C:12]([N:1]2[CH2:6][CH2:5][O:4][CH2:3][CH2:2]2)=[O:13])=[CH:15][CH:16]=1.